Dataset: Forward reaction prediction with 1.9M reactions from USPTO patents (1976-2016). Task: Predict the product of the given reaction. (1) Given the reactants [C:1]1([S:7][CH2:8][CH2:9][CH2:10][CH2:11][CH2:12][C:13]([O:15]C(C)(C)C)=[O:14])[CH:6]=[CH:5][CH:4]=[CH:3][CH:2]=1.C(O)(C(F)(F)F)=O.[Na+].[Cl-], predict the reaction product. The product is: [C:1]1([S:7][CH2:8][CH2:9][CH2:10][CH2:11][CH2:12][C:13]([OH:15])=[O:14])[CH:6]=[CH:5][CH:4]=[CH:3][CH:2]=1. (2) Given the reactants [CH3:1][C@@H:2]1[O:7][C@@H:6]([O:8][C@@H:9]2[C:14]3=[C:15]([OH:32])[C:16]4[C:28](=[O:29])[C:27]5[C:22](=[CH:23][CH:24]=[CH:25][C:26]=5[O:30][CH3:31])[C:20](=[O:21])[C:17]=4[C:18]([OH:19])=[C:13]3[CH2:12][C@@:11]([OH:37])([C:33]([CH2:35][OH:36])=[O:34])[CH2:10]2)[CH2:5][C@H:4]([NH2:38])[C@@H:3]1[OH:39].[NH2:40][C@H:41]([C:47]([OH:49])=[O:48])[CH2:42][CH2:43][C:44](=O)[NH2:45], predict the reaction product. The product is: [NH2:40][C@H:41]([C:47]([OH:49])=[O:48])[CH2:42][C:43]1[N:38]=[CH:4][NH:45][CH:44]=1.[CH3:1][C@@H:2]1[O:7][C@@H:6]([O:8][C@@H:9]2[C:14]3=[C:15]([OH:32])[C:16]4[C:28](=[O:29])[C:27]5[C:22](=[CH:23][CH:24]=[CH:25][C:26]=5[O:30][CH3:31])[C:20](=[O:21])[C:17]=4[C:18]([OH:19])=[C:13]3[CH2:12][C@@:11]([OH:37])([C:33]([CH2:35][OH:36])=[O:34])[CH2:10]2)[CH2:5][C@H:4]([NH2:38])[C@@H:3]1[OH:39]. (3) Given the reactants Cl[C:2]1[N:11]=[C:10]([NH:12][CH2:13][CH:14]2[CH2:16][C@@:15]2([C:24]2[CH:29]=[CH:28][CH:27]=[CH:26][CH:25]=2)[C:17]([N:19]([CH2:22][CH3:23])[CH2:20][CH3:21])=[O:18])[C:9]2[C:4](=[CH:5][CH:6]=[CH:7][CH:8]=2)[N:3]=1.[CH3:30][C:31]1[C:36](B(O)O)=[CH:35][N:34]2[CH:40]=[CH:41][N:42]=[C:33]2[CH:32]=1.C(NC1C2C(=CC=CC=2)N=C(C2SC3C=CC=CC=3C=2)N=1)(C1C=CC=CC=1)C1C=CC=CC=1, predict the reaction product. The product is: [CH2:20]([N:19]([CH2:22][CH3:23])[C:17]([C@:15]1([C:24]2[CH:29]=[CH:28][CH:27]=[CH:26][CH:25]=2)[CH2:16][C@@H:14]1[CH2:13][NH:12][C:10]1[C:9]2[C:4](=[CH:5][CH:6]=[CH:7][CH:8]=2)[N:3]=[C:2]([C:36]2[C:31]([CH3:30])=[CH:32][C:33]3[N:34]([CH:40]=[CH:41][N:42]=3)[CH:35]=2)[N:11]=1)=[O:18])[CH3:21]. (4) Given the reactants [SH:1][CH:2]1[N:7]([CH2:8][C:9]2[CH:14]=[CH:13][C:12]([O:15][CH3:16])=[CH:11][CH:10]=2)[C:6](=[O:17])[CH:5]([SH:18])[N:4]([CH2:19][C:20]2[CH:25]=[CH:24][C:23]([O:26][CH3:27])=[CH:22][CH:21]=2)[C:3]1=[O:28].II, predict the reaction product. The product is: [CH3:16][O:15][C:12]1[CH:11]=[CH:10][C:9]([CH2:8][N:7]2[C:6](=[O:17])[CH:5]3[N:4]([CH2:19][C:20]4[CH:21]=[CH:22][C:23]([O:26][CH3:27])=[CH:24][CH:25]=4)[C:3](=[O:28])[CH:2]2[S:1][S:18]3)=[CH:14][CH:13]=1. (5) Given the reactants FC(F)(F)C1C=C(NC(=O)NC2C=CC(C3SC(CCC(O)=O)=NC=3)=CC=2)C=CC=1.[F:31][C:32]1[CH:37]=[C:36]([F:38])[CH:35]=[CH:34][C:33]=1[NH:39][C:40](=[O:62])[NH:41][C:42]1[CH:47]=[CH:46][C:45]([C:48]2[S:52][C:51]([CH2:53][CH2:54][C:55]([CH3:61])([CH3:60])[C:56]([O:58]C)=[O:57])=[N:50][CH:49]=2)=[CH:44][CH:43]=1, predict the reaction product. The product is: [F:31][C:32]1[CH:37]=[C:36]([F:38])[CH:35]=[CH:34][C:33]=1[NH:39][C:40](=[O:62])[NH:41][C:42]1[CH:43]=[CH:44][C:45]([C:48]2[S:52][C:51]([CH2:53][CH2:54][C:55]([CH3:60])([CH3:61])[C:56]([OH:58])=[O:57])=[N:50][CH:49]=2)=[CH:46][CH:47]=1. (6) Given the reactants [Cl:1][C:2]1[C:6]([Cl:7])=[C:5]([CH3:8])[NH:4][C:3]=1[C:9]([NH:11][C@H:12]1[CH2:17][CH2:16][N:15]([C:18]2[CH:19]=[C:20]([C:26]([C:29]([NH:31]C(C)(C3C=CC=CC=3)C)=[O:30])=[CH:27][N:28]=2)[C:21]([O:23][CH2:24][CH3:25])=[O:22])[CH2:14][C@H:13]1[O:41][CH3:42])=[O:10], predict the reaction product. The product is: [NH2:31][C:29]([C:26]1[C:20]([C:21]([O:23][CH2:24][CH3:25])=[O:22])=[CH:19][C:18]([N:15]2[CH2:16][CH2:17][C@H:12]([NH:11][C:9]([C:3]3[NH:4][C:5]([CH3:8])=[C:6]([Cl:7])[C:2]=3[Cl:1])=[O:10])[C@H:13]([O:41][CH3:42])[CH2:14]2)=[N:28][CH:27]=1)=[O:30]. (7) Given the reactants [OH:1][C:2]1[CH:3]=[C:4]([CH:31]=[CH:32][C:33]=1[O:34][CH3:35])[CH2:5][CH:6]1[C:15]2[C:10](=[CH:11][C:12]([O:18][CH3:19])=[C:13]([O:16][CH3:17])[CH:14]=2)[CH2:9][CH2:8][N:7]1[CH2:20][C:21]([NH:23][CH2:24][C:25]1[CH:30]=[CH:29][CH:28]=[CH:27][CH:26]=1)=[O:22].[CH2:36](Br)[CH2:37][CH2:38][CH3:39], predict the reaction product. The product is: [CH2:36]([O:1][C:2]1[CH:3]=[C:4]([CH:31]=[CH:32][C:33]=1[O:34][CH3:35])[CH2:5][CH:6]1[C:15]2[C:10](=[CH:11][C:12]([O:18][CH3:19])=[C:13]([O:16][CH3:17])[CH:14]=2)[CH2:9][CH2:8][N:7]1[CH2:20][C:21]([NH:23][CH2:24][C:25]1[CH:30]=[CH:29][CH:28]=[CH:27][CH:26]=1)=[O:22])[CH2:37][CH2:38][CH3:39]. (8) Given the reactants [CH3:1][C:2]1[C:7]([N+:8]([O-:10])=[O:9])=[CH:6][CH:5]=[CH:4][C:3]=1[N:11]1[C:15](=[O:16])[NH:14][N:13]=[N:12]1.[C:17](=O)([O-])[O-].[K+].[K+].S(OC)(OC)(=O)=O.C(=O)(O)[O-].[Na+], predict the reaction product. The product is: [CH3:1][C:2]1[C:7]([N+:8]([O-:10])=[O:9])=[CH:6][CH:5]=[CH:4][C:3]=1[N:11]1[C:15](=[O:16])[N:14]([CH3:17])[N:13]=[N:12]1. (9) Given the reactants [CH3:1][C:2]1[N:6]=[C:5]([C:7]2[C:8]3[CH2:16][CH2:15][CH2:14][CH2:13][C:9]=3[S:10][C:11]=2[NH2:12])[S:4][N:3]=1.[C:17]12[C:25](=[O:26])[O:24][C:22](=[O:23])[C:18]=1[CH2:19][CH2:20][CH2:21]2, predict the reaction product. The product is: [CH3:1][C:2]1[N:6]=[C:5]([C:7]2[C:8]3[CH2:16][CH2:15][CH2:14][CH2:13][C:9]=3[S:10][C:11]=2[NH:12][C:25]([C:17]2[CH2:21][CH2:20][CH2:19][C:18]=2[C:22]([OH:24])=[O:23])=[O:26])[S:4][N:3]=1.